This data is from Experimentally validated miRNA-target interactions with 360,000+ pairs, plus equal number of negative samples. The task is: Binary Classification. Given a miRNA mature sequence and a target amino acid sequence, predict their likelihood of interaction. The miRNA is hsa-miR-302c-5p with sequence UUUAACAUGGGGGUACCUGCUG. The protein sequence of the target gene is MDSEVQRDGRILDLIDDAWREDKLPYEDVAIPLNELPEPEQDNGGTTESVKEQEMKWTDLALQYLHENVPPIGN. Result: 0 (no interaction).